This data is from Reaction yield outcomes from USPTO patents with 853,638 reactions. The task is: Predict the reaction yield, written as a fraction of the theoretical maximum amount of product (1.0 means a 100% yield; for example, 0.34 means a 34% yield). (1) The reactants are [N:1]12[CH2:8][CH2:7][C:4]([C:9]([C:17]3[CH:22]=[CH:21][CH:20]=[CH:19][CH:18]=3)([C:11]3[CH:16]=[CH:15][CH:14]=[CH:13][CH:12]=3)[OH:10])([CH2:5][CH2:6]1)[CH2:3][CH2:2]2.[Br:23][CH2:24][CH3:25]. The catalyst is CC#N. The product is [Br-:23].[CH2:24]([N+:1]12[CH2:6][CH2:5][C:4]([C:9]([OH:10])([C:17]3[CH:22]=[CH:21][CH:20]=[CH:19][CH:18]=3)[C:11]3[CH:12]=[CH:13][CH:14]=[CH:15][CH:16]=3)([CH2:3][CH2:2]1)[CH2:7][CH2:8]2)[CH3:25]. The yield is 0.549. (2) The reactants are [CH3:1][C:2]1[N:3]=[C:4]2[N:13]3[C:8]([CH2:9][N:10]([CH2:15][CH2:16][CH2:17][CH2:18][NH:19][S:20]([C:23]([F:26])([F:25])[F:24])(=[O:22])=[O:21])[C:11](=[O:14])[C:12]=13)=[CH:7][CH:6]=[CH:5]2.[ClH:27]. The catalyst is C(O)C. The product is [ClH:27].[CH3:1][C:2]1[N:3]=[C:4]2[N:13]3[C:8]([CH2:9][N:10]([CH2:15][CH2:16][CH2:17][CH2:18][NH:19][S:20]([C:23]([F:26])([F:25])[F:24])(=[O:21])=[O:22])[C:11](=[O:14])[C:12]=13)=[CH:7][CH:6]=[CH:5]2. The yield is 1.00. (3) The reactants are [CH3:1][O:2][C:3](=[O:34])[CH:4]([NH:14]C(C1C=CC=CC=1)(C1C=CC=CC=1)C1C=CC=CC=1)[CH2:5][O:6][C:7]1[CH:12]=[CH:11][C:10]([Br:13])=[CH:9][CH:8]=1.C(Cl)Cl. The catalyst is C(O)(C(F)(F)F)=O. The product is [CH3:1][O:2][C:3](=[O:34])[CH:4]([NH2:14])[CH2:5][O:6][C:7]1[CH:12]=[CH:11][C:10]([Br:13])=[CH:9][CH:8]=1. The yield is 0.910. (4) The reactants are [C:1]1([CH2:7][CH2:8]/[CH:9]=[CH:10]/[C:11]([OH:13])=O)[CH:6]=[CH:5][CH:4]=[CH:3][CH:2]=1.ClC(OCC)=O.[CH2:20]([N:22](CC)CC)[CH3:21].C(N)C.[Cl-].[Na+]. The catalyst is C1COCC1. The product is [CH2:20]([NH:22][C:11](=[O:13])/[CH:10]=[CH:9]/[CH2:8][CH2:7][C:1]1[CH:2]=[CH:3][CH:4]=[CH:5][CH:6]=1)[CH3:21]. The yield is 0.390.